From a dataset of CYP1A2 inhibition data for predicting drug metabolism from PubChem BioAssay. Regression/Classification. Given a drug SMILES string, predict its absorption, distribution, metabolism, or excretion properties. Task type varies by dataset: regression for continuous measurements (e.g., permeability, clearance, half-life) or binary classification for categorical outcomes (e.g., BBB penetration, CYP inhibition). Dataset: cyp1a2_veith. (1) The molecule is CCOC(=O)c1c(NC(=O)Nc2ccccc2)sc(C)c1C. The result is 1 (inhibitor). (2) The drug is Cc1cc(C)cc(N(C(=O)Cc2cccs2)C(C(=O)NC2CCCCC2)c2ccccn2)c1. The result is 0 (non-inhibitor).